Dataset: Forward reaction prediction with 1.9M reactions from USPTO patents (1976-2016). Task: Predict the product of the given reaction. (1) Given the reactants [CH2:1]([O:8][C:9]1[CH:10]=[C:11]([CH:20]([OH:42])[CH2:21][NH:22][C:23]([CH3:41])([CH3:40])[CH2:24][C:25]2[CH:39]=[CH:38][C:28]([O:29][CH2:30][CH2:31][CH2:32][C:33]([O:35]CC)=[O:34])=[CH:27][CH:26]=2)[C:12]2[O:17][CH2:16][C:15](=[O:18])[NH:14][C:13]=2[CH:19]=1)[C:2]1[CH:7]=[CH:6][CH:5]=[CH:4][CH:3]=1.[OH-].[Na+].Cl, predict the reaction product. The product is: [CH2:1]([O:8][C:9]1[CH:10]=[C:11]([CH:20]([OH:42])[CH2:21][NH:22][C:23]([CH3:40])([CH3:41])[CH2:24][C:25]2[CH:26]=[CH:27][C:28]([O:29][CH2:30][CH2:31][CH2:32][C:33]([OH:35])=[O:34])=[CH:38][CH:39]=2)[C:12]2[O:17][CH2:16][C:15](=[O:18])[NH:14][C:13]=2[CH:19]=1)[C:2]1[CH:3]=[CH:4][CH:5]=[CH:6][CH:7]=1. (2) Given the reactants [CH3:1][C:2]1[C:3]([S:8]([N:11]([CH2:19][C:20](O)=[O:21])[C:12]2[CH:13]=[C:14]([CH3:18])[CH:15]=[CH:16][CH:17]=2)(=[O:10])=[O:9])=[N:4][CH:5]=[CH:6][CH:7]=1.[CH2:23]([NH:25][CH2:26][C:27]1[CH:32]=[CH:31][CH:30]=[CH:29][N:28]=1)[CH3:24], predict the reaction product. The product is: [CH2:23]([N:25]([CH2:26][C:27]1[CH:32]=[CH:31][CH:30]=[CH:29][N:28]=1)[C:20](=[O:21])[CH2:19][N:11]([S:8]([C:3]1[C:2]([CH3:1])=[CH:7][CH:6]=[CH:5][N:4]=1)(=[O:9])=[O:10])[C:12]1[CH:13]=[C:14]([CH3:18])[CH:15]=[CH:16][CH:17]=1)[CH3:24].